From a dataset of Forward reaction prediction with 1.9M reactions from USPTO patents (1976-2016). Predict the product of the given reaction. The product is: [CH:1]1([CH2:4][O:5][C:6]2[CH:25]=[CH:24][C:9]([C:10]3[O:11][C:22]4[CH2:21][C:16]5([O:20][CH2:19][CH2:18][O:17]5)[CH2:15][CH2:14][C:13]=4[N:12]=3)=[CH:8][C:7]=2[F:26])[CH2:2][CH2:3]1. Given the reactants [CH:1]1([CH2:4][O:5][C:6]2[CH:25]=[CH:24][C:9]([C:10]([NH:12][CH:13]3[CH2:22][CH2:21][C:16]4([O:20][CH2:19][CH2:18][O:17]4)[CH2:15][CH:14]3O)=[O:11])=[CH:8][C:7]=2[F:26])[CH2:3][CH2:2]1.C(N(CC)CC)C.O, predict the reaction product.